This data is from Full USPTO retrosynthesis dataset with 1.9M reactions from patents (1976-2016). The task is: Predict the reactants needed to synthesize the given product. (1) Given the product [CH3:29][Si:28]([CH3:31])([CH3:30])[C:25]1[CH:26]=[CH:27][C:22]([C:37]#[C:36][Si:33]([CH3:35])([CH3:34])[CH3:32])=[CH:23][CH:24]=1, predict the reactants needed to synthesize it. The reactants are: C(P(C(C)(C)C)C(C)(C)C)(C)(C)C.C(NC(C)C)(C)C.Br[C:22]1[CH:27]=[CH:26][C:25]([Si:28]([CH3:31])([CH3:30])[CH3:29])=[CH:24][CH:23]=1.[CH3:32][Si:33]([C:36]#[CH:37])([CH3:35])[CH3:34]. (2) Given the product [NH2:26][C:3]1[CH:4]=[C:5]([CH:9]2[CH2:10][CH2:11][N:12]([CH2:15][CH2:16][N:17]([CH3:25])[C:18](=[O:24])[O:19][C:20]([CH3:21])([CH3:23])[CH3:22])[CH2:13][CH2:14]2)[CH:6]=[C:7]([CH3:8])[C:2]=1[NH2:1], predict the reactants needed to synthesize it. The reactants are: [NH2:1][C:2]1[C:7]([CH3:8])=[CH:6][C:5]([CH:9]2[CH2:14][CH2:13][N:12]([CH2:15][CH2:16][N:17]([CH3:25])[C:18](=[O:24])[O:19][C:20]([CH3:23])([CH3:22])[CH3:21])[CH2:11][CH2:10]2)=[CH:4][C:3]=1[N+:26]([O-])=O.